This data is from Catalyst prediction with 721,799 reactions and 888 catalyst types from USPTO. The task is: Predict which catalyst facilitates the given reaction. (1) Reactant: [N+:1]([O-:4])(O)=[O:2].[CH3:5][O:6][C:7]1[CH:8]=[C:9]([CH:13]=[C:14]([O:18][CH3:19])[C:15]=1[O:16][CH3:17])C(O)=O. Product: [CH3:19][O:18][C:14]1[CH:13]=[C:9]([N+:1]([O-:4])=[O:2])[CH:8]=[C:7]([O:6][CH3:5])[C:15]=1[O:16][CH3:17]. The catalyst class is: 15. (2) Reactant: [CH2:1]([O:8][C:9]1[CH:10]=[C:11]([C:15](=O)[CH2:16][O:17][CH3:18])[CH:12]=[CH:13][CH:14]=1)[C:2]1[CH:7]=[CH:6][CH:5]=[CH:4][CH:3]=1.C1(P(=[CH:39][C:40]([O:42][CH3:43])=[O:41])(C2C=CC=CC=2)C2C=CC=CC=2)C=CC=CC=1. Product: [CH2:1]([O:8][C:9]1[CH:10]=[C:11]([C:15]([CH2:16][O:17][CH3:18])=[CH:39][C:40]([O:42][CH3:43])=[O:41])[CH:12]=[CH:13][CH:14]=1)[C:2]1[CH:7]=[CH:6][CH:5]=[CH:4][CH:3]=1. The catalyst class is: 48.